From a dataset of Catalyst prediction with 721,799 reactions and 888 catalyst types from USPTO. Predict which catalyst facilitates the given reaction. (1) Reactant: Cl[C:2]1[N:10]=[C:9]([Cl:11])[CH:8]=[CH:7][C:3]=1[C:4]([NH2:6])=O.[CH3:12][O-:13].[Na+].Cl. Product: [Cl:11][C:9]1[CH:8]=[C:7]([O:13][CH3:12])[C:3]([C:4]#[N:6])=[CH:2][N:10]=1. The catalyst class is: 5. (2) Reactant: [CH3:1][S:2][C:3]1[N:8]=[C:7]([CH:9]=O)[CH:6]=[CH:5][N:4]=1.[NH:11]([C:13]1[CH:18]=[CH:17][CH:16]=[CH:15][N:14]=1)[NH2:12]. Product: [CH3:1][S:2][C:3]1[N:8]=[C:7](/[CH:9]=[N:12]/[NH:11][C:13]2[CH:18]=[CH:17][CH:16]=[CH:15][N:14]=2)[CH:6]=[CH:5][N:4]=1. The catalyst class is: 14.